This data is from NCI-60 drug combinations with 297,098 pairs across 59 cell lines. The task is: Regression. Given two drug SMILES strings and cell line genomic features, predict the synergy score measuring deviation from expected non-interaction effect. (1) Drug 1: CC1C(C(CC(O1)OC2CC(CC3=C2C(=C4C(=C3O)C(=O)C5=C(C4=O)C(=CC=C5)OC)O)(C(=O)C)O)N)O.Cl. Drug 2: CC(C)CN1C=NC2=C1C3=CC=CC=C3N=C2N. Cell line: NCI/ADR-RES. Synergy scores: CSS=-6.30, Synergy_ZIP=1.57, Synergy_Bliss=-1.31, Synergy_Loewe=-4.37, Synergy_HSA=-3.71. (2) Drug 1: CS(=O)(=O)CCNCC1=CC=C(O1)C2=CC3=C(C=C2)N=CN=C3NC4=CC(=C(C=C4)OCC5=CC(=CC=C5)F)Cl. Drug 2: CC(C)CN1C=NC2=C1C3=CC=CC=C3N=C2N. Cell line: SN12C. Synergy scores: CSS=0.850, Synergy_ZIP=-0.187, Synergy_Bliss=-0.317, Synergy_Loewe=-6.76, Synergy_HSA=-4.63. (3) Drug 1: CC1C(C(=O)NC(C(=O)N2CCCC2C(=O)N(CC(=O)N(C(C(=O)O1)C(C)C)C)C)C(C)C)NC(=O)C3=C4C(=C(C=C3)C)OC5=C(C(=O)C(=C(C5=N4)C(=O)NC6C(OC(=O)C(N(C(=O)CN(C(=O)C7CCCN7C(=O)C(NC6=O)C(C)C)C)C)C(C)C)C)N)C. Drug 2: CC1=C(C=C(C=C1)C(=O)NC2=CC(=CC(=C2)C(F)(F)F)N3C=C(N=C3)C)NC4=NC=CC(=N4)C5=CN=CC=C5. Cell line: TK-10. Synergy scores: CSS=7.75, Synergy_ZIP=-2.80, Synergy_Bliss=1.84, Synergy_Loewe=0.524, Synergy_HSA=0.631. (4) Drug 1: C1=CC(=CC=C1CC(C(=O)O)N)N(CCCl)CCCl.Cl. Drug 2: CN(CC1=CN=C2C(=N1)C(=NC(=N2)N)N)C3=CC=C(C=C3)C(=O)NC(CCC(=O)O)C(=O)O. Cell line: SK-MEL-2. Synergy scores: CSS=4.37, Synergy_ZIP=2.20, Synergy_Bliss=0.434, Synergy_Loewe=-15.1, Synergy_HSA=-6.34. (5) Drug 1: CC1OCC2C(O1)C(C(C(O2)OC3C4COC(=O)C4C(C5=CC6=C(C=C35)OCO6)C7=CC(=C(C(=C7)OC)O)OC)O)O. Drug 2: CC1=C(C=C(C=C1)C(=O)NC2=CC(=CC(=C2)C(F)(F)F)N3C=C(N=C3)C)NC4=NC=CC(=N4)C5=CN=CC=C5. Cell line: SF-268. Synergy scores: CSS=25.7, Synergy_ZIP=-7.91, Synergy_Bliss=-1.54, Synergy_Loewe=-10.4, Synergy_HSA=-2.98. (6) Drug 1: C(=O)(N)NO. Drug 2: C1=NC2=C(N1)C(=S)N=CN2. Cell line: SW-620. Synergy scores: CSS=14.3, Synergy_ZIP=-8.27, Synergy_Bliss=-0.806, Synergy_Loewe=-23.4, Synergy_HSA=-0.936. (7) Drug 1: CCCCC(=O)OCC(=O)C1(CC(C2=C(C1)C(=C3C(=C2O)C(=O)C4=C(C3=O)C=CC=C4OC)O)OC5CC(C(C(O5)C)O)NC(=O)C(F)(F)F)O. Drug 2: C1=NC(=NC(=O)N1C2C(C(C(O2)CO)O)O)N. Cell line: SK-OV-3. Synergy scores: CSS=43.3, Synergy_ZIP=17.7, Synergy_Bliss=13.9, Synergy_Loewe=10.6, Synergy_HSA=14.1. (8) Cell line: HCC-2998. Synergy scores: CSS=57.3, Synergy_ZIP=-1.61, Synergy_Bliss=2.00, Synergy_Loewe=1.76, Synergy_HSA=2.77. Drug 2: C(=O)(N)NO. Drug 1: CC12CCC3C(C1CCC2=O)CC(=C)C4=CC(=O)C=CC34C.